Dataset: Forward reaction prediction with 1.9M reactions from USPTO patents (1976-2016). Task: Predict the product of the given reaction. (1) Given the reactants CS(OCC[N:8]1[C:16]2[N:15]=[C:14]([NH2:17])[N:13]3[N:18]=[C:19]([C:21]4[O:22][CH:23]=[CH:24][CH:25]=4)[N:20]=[C:12]3[C:11]=2[CH:10]=[CH:9]1)(=O)=O.Cl.[F:27][C:28]1[CH:33]=[C:32]([F:34])[CH:31]=[CH:30][C:29]=1[CH:35](N1CCNCC1)[C:36](=O)C.[CH3:45][CH2:46][N:47]([CH:51](C)C)[CH:48](C)C.[CH3:54][N:55]([CH:57]=[O:58])[CH3:56], predict the reaction product. The product is: [NH2:17][C:14]1[N:13]2[N:18]=[C:19]([C:21]3[O:22][CH:23]=[CH:24][CH:25]=3)[N:20]=[C:12]2[C:11]2[CH:10]=[CH:9][N:8]([CH2:45][CH2:46][N:47]3[CH2:51][CH2:56][N:55]([C:57](=[O:58])[CH2:36][CH2:35][C:29]4[CH:30]=[CH:31][C:32]([F:34])=[CH:33][C:28]=4[F:27])[CH2:54][CH2:48]3)[C:16]=2[N:15]=1. (2) The product is: [Br:8][C:9]1[CH:10]=[CH:11][C:12]2[C:13]3[N:20]([CH2:21][CH:22]4[CH2:26][O:25][C:24]([CH3:28])([CH3:27])[O:23]4)[C:2]([CH2:1][O:3][CH2:4][CH3:5])=[N:19][C:14]=3[CH:15]=[N:16][C:17]=2[CH:18]=1. Given the reactants [CH2:1]([O:3][CH2:4][C:5](Cl)=O)[CH3:2].[Br:8][C:9]1[CH:18]=[C:17]2[C:12]([C:13]([NH:20][CH2:21][CH:22]3[CH2:26][O:25][C:24]([CH3:28])([CH3:27])[O:23]3)=[C:14]([NH2:19])[CH:15]=[N:16]2)=[CH:11][CH:10]=1, predict the reaction product. (3) Given the reactants FC1C=N[C:5]([N:8]2[CH2:12][CH:11]([C:13]([O:15]C(C)(C)C)=[O:14])[N:10]([CH3:20])[C:9]2=[O:21])=NC=1.[F:22][C:23](F)([F:27])C(O)=O.C1(C)C=CC=CC=1, predict the reaction product. The product is: [F:22][CH:23]([F:27])[CH2:5][N:8]1[CH2:12][CH:11]([C:13]([OH:15])=[O:14])[N:10]([CH3:20])[C:9]1=[O:21]. (4) Given the reactants [Br:1][C:2]1[CH:3]=[C:4]([F:11])[C:5]([F:10])=[C:6]([CH:9]=1)[CH:7]=O.Cl.[CH3:13][O:14][NH2:15].C([O-])([O-])=O.[K+].[K+], predict the reaction product. The product is: [CH3:13][O:14]/[N:15]=[CH:7]/[C:6]1[CH:9]=[C:2]([Br:1])[CH:3]=[C:4]([F:11])[C:5]=1[F:10]. (5) Given the reactants [CH3:1][O:2][C:3]1[CH:8]=[C:7]([C:9]#[N:10])[N:6]=[C:5]([C:11]2[CH:16]=[CH:15][CH:14]=[CH:13][N:12]=2)[CH:4]=1.[H-].[H-].[H-].[H-].[Li+].[Al+3].O.[OH-].[Na+], predict the reaction product. The product is: [CH3:1][O:2][C:3]1[CH:8]=[C:7]([CH2:9][NH2:10])[N:6]=[C:5]([C:11]2[CH:16]=[CH:15][CH:14]=[CH:13][N:12]=2)[CH:4]=1. (6) The product is: [Br:29][C:20]1[CH:19]=[N:18][N:15]2[CH:16]=[CH:17][C:12]([N:11]([CH3:21])[C:9](=[O:10])[C:6]3[CH:5]=[CH:4][C:3]([C:1]#[N:2])=[CH:8][N:7]=3)=[CH:13][C:14]=12. Given the reactants [C:1]([C:3]1[CH:4]=[CH:5][C:6]([C:9]([N:11]([CH3:21])[C:12]2[CH:17]=[CH:16][N:15]3[N:18]=[CH:19][CH:20]=[C:14]3[CH:13]=2)=[O:10])=[N:7][CH:8]=1)#[N:2].C1C(=O)N([Br:29])C(=O)C1, predict the reaction product.